From a dataset of Catalyst prediction with 721,799 reactions and 888 catalyst types from USPTO. Predict which catalyst facilitates the given reaction. (1) Reactant: [NH2:1][C:2]([CH3:9])([CH2:5][CH:6]1[CH2:8][CH2:7]1)[C:3]#[N:4].CCN(C(C)C)C(C)C.[C:19](Cl)(=[O:28])[O:20][CH2:21][C:22]1[CH:27]=[CH:26][CH:25]=[CH:24][CH:23]=1. Product: [CH2:21]([O:20][C:19](=[O:28])[NH:1][C:2]([C:3]#[N:4])([CH3:9])[CH2:5][CH:6]1[CH2:8][CH2:7]1)[C:22]1[CH:27]=[CH:26][CH:25]=[CH:24][CH:23]=1. The catalyst class is: 1. (2) Reactant: Br[CH:2]1[O:10][C:9]2[C:4](=[N:5][C:6]([C:11]([O:13]C)=[O:12])=[CH:7][CH:8]=2)[CH:3]1[Br:15].[OH-].[K+].CCO.Cl. Product: [Br:15][C:3]1[C:4]2=[N:5][C:6]([C:11]([OH:13])=[O:12])=[CH:7][CH:8]=[C:9]2[O:10][CH:2]=1. The catalyst class is: 387. (3) Reactant: Cl.[Cl-].[NH2:3][C@H:4]1[CH2:9][CH2:8][CH2:7][N+:6]([CH2:25][CH2:26][CH2:27][C:28]2[CH:33]=[CH:32][CH:31]=[C:30]([O:34][CH2:35][C:36]([O:38][CH3:39])=[O:37])[CH:29]=2)([CH2:10][CH2:11][CH2:12][C:13]2[CH:18]=[CH:17][CH:16]=[C:15]([O:19][CH2:20][C:21]([O:23][CH3:24])=[O:22])[CH:14]=2)[CH2:5]1.[NH2:40][C:41]1[C:42]([C:49](O)=[O:50])=[N:43][C:44]([Cl:48])=[C:45]([NH2:47])[N:46]=1.C(N(CC)C(C)C)(C)C.F[B-](F)(F)F.N1(OC(N(C)C)=[N+](C)C)C2C=CC=CC=2N=N1. Product: [Cl-:48].[NH2:40][C:41]1[C:42]([C:49]([NH:3][C@H:4]2[CH2:9][CH2:8][CH2:7][N+:6]([CH2:25][CH2:26][CH2:27][C:28]3[CH:33]=[CH:32][CH:31]=[C:30]([O:34][CH2:35][C:36]([O:38][CH3:39])=[O:37])[CH:29]=3)([CH2:10][CH2:11][CH2:12][C:13]3[CH:18]=[CH:17][CH:16]=[C:15]([O:19][CH2:20][C:21]([O:23][CH3:24])=[O:22])[CH:14]=3)[CH2:5]2)=[O:50])=[N:43][C:44]([Cl:48])=[C:45]([NH2:47])[N:46]=1. The catalyst class is: 9. (4) Reactant: [CH2:1]([S:8]([NH:11][C:12]([CH:14]1[CH2:19][CH2:18][N:17]([C:20]2[C:30]([C:31]#[N:32])=[CH:29][C:23]([C:24]([O:26][CH2:27][CH3:28])=[O:25])=[C:22]([CH2:33]Cl)[N:21]=2)[CH2:16][CH2:15]1)=[O:13])(=[O:10])=[O:9])[C:2]1[CH:7]=[CH:6][CH:5]=[CH:4][CH:3]=1.[I-].[Na+].[C:37]([O:41]CC)(=[O:40])[CH2:38][OH:39]. Product: [CH2:1]([S:8]([NH:11][C:12]([CH:14]1[CH2:19][CH2:18][N:17]([C:20]2[C:30]([C:31]#[N:32])=[CH:29][C:23]([C:24]([O:26][CH2:27][CH3:28])=[O:25])=[C:22]([CH2:33][O:41][C:37](=[O:40])[CH2:38][OH:39])[N:21]=2)[CH2:16][CH2:15]1)=[O:13])(=[O:10])=[O:9])[C:2]1[CH:7]=[CH:6][CH:5]=[CH:4][CH:3]=1. The catalyst class is: 14. (5) Reactant: [C:1]([O:8][CH2:9][CH3:10])(=[O:7])[C:2]([O:4]CC)=O.[CH2:11]([C:13]1([Mg]Br)[CH:18]=[C:17]([CH2:19][CH3:20])[CH:16]=[C:15]([CH2:21][CH3:22])[CH2:14]1)[CH3:12].S(=O)(=O)(O)O. Product: [CH2:19]([C:17]1([C:2](=[O:4])[C:1]([O:8][CH2:9][CH3:10])=[O:7])[CH:18]=[C:13]([CH2:11][CH3:12])[CH:14]=[C:15]([CH2:21][CH3:22])[CH2:16]1)[CH3:20]. The catalyst class is: 7. (6) Product: [Cl:1][C:2]1[CH:7]=[CH:6][CH:5]=[CH:4][C:3]=1[CH:8]1[C:13]([C:14]#[N:15])=[C:12]([CH2:16][Br:22])[NH:11][C:10]2=[N:18][NH:19][CH:20]=[C:9]12. The catalyst class is: 2. Reactant: [Cl:1][C:2]1[CH:7]=[CH:6][CH:5]=[CH:4][C:3]=1[CH:8]1[C:13]([C:14]#[N:15])=[C:12]([CH2:16]O)[NH:11][C:10]2=[N:18][NH:19][CH:20]=[C:9]12.C(Br)(Br)(Br)[Br:22].C1(P(C2C=CC=CC=2)C2C=CC=CC=2)C=CC=CC=1.